This data is from Catalyst prediction with 721,799 reactions and 888 catalyst types from USPTO. The task is: Predict which catalyst facilitates the given reaction. (1) Reactant: CS(O[CH2:6][C:7]1[CH:8]=[C:9]2[C:14](=[CH:15][CH:16]=1)[C:13](=[O:17])[N:12]([CH2:18][C:19](C)([CH3:21])[CH3:20])[C:11]([CH2:23][NH:24][C:25]([O:27][C:28]([CH3:31])([CH3:30])[CH3:29])=[O:26])=[C:10]2OCCCC)(=O)=O.[C:37]1(=[O:47])[NH:41][C:40](=[O:42])[C:39]2=[CH:43][CH:44]=[CH:45][CH:46]=[C:38]12.[K].O. Product: [O:42]=[C:40]1[C:39]2[C:38](=[CH:46][CH:45]=[CH:44][CH:43]=2)[C:37](=[O:47])[N:41]1[CH2:6][C:7]1[CH:8]=[C:9]2[C:14](=[CH:15][CH:16]=1)[C:13](=[O:17])[N:12]([CH2:18][CH:19]([CH3:21])[CH3:20])[C:11]([CH2:23][NH:24][C:25](=[O:26])[O:27][C:28]([CH3:29])([CH3:31])[CH3:30])=[C:10]2[C:7]1[CH:8]=[CH:9][CH:14]=[CH:15][CH:16]=1. The catalyst class is: 9. (2) Reactant: [CH3:1][N:2]1[CH:7]=[C:6]([C:8]2[CH:13]=[CH:12][CH:11]=[C:10]([N+:14]([O-:16])=[O:15])[C:9]=2[CH3:17])[CH:5]=[CH:4][C:3]1=[O:18].[Br:19]Br. Product: [Br:19][C:4]1[C:3](=[O:18])[N:2]([CH3:1])[CH:7]=[C:6]([C:8]2[CH:13]=[CH:12][CH:11]=[C:10]([N+:14]([O-:16])=[O:15])[C:9]=2[CH3:17])[CH:5]=1. The catalyst class is: 15. (3) Reactant: [C:1]([NH:6][C:7]1[NH:8][C:9](=[O:54])[C:10]2[N:11]=[CH:12][N:13]([C:52]=2[N:53]=1)[C@@H:14]1[O:51][C@H:41]([CH2:42][O:43][Si](C(C)(C)C)(C)C)[C@@H:16]([O:17][C:18]([C:35]2[CH:40]=[CH:39][CH:38]=[CH:37][CH:36]=2)([C:27]2[CH:32]=[CH:31][C:30]([O:33][CH3:34])=[CH:29][CH:28]=2)[C:19]2[CH:24]=[CH:23][C:22]([O:25][CH3:26])=[CH:21][CH:20]=2)[CH2:15]1)(=[O:5])[CH:2]([CH3:4])[CH3:3].[F-].C([N+](CCCC)(CCCC)CCCC)CCC. Product: [C:1]([NH:6][C:7]1[NH:8][C:9](=[O:54])[C:10]2[N:11]=[CH:12][N:13]([C:52]=2[N:53]=1)[C@@H:14]1[O:51][C@H:41]([CH2:42][OH:43])[C@@H:16]([O:17][C:18]([C:35]2[CH:40]=[CH:39][CH:38]=[CH:37][CH:36]=2)([C:27]2[CH:32]=[CH:31][C:30]([O:33][CH3:34])=[CH:29][CH:28]=2)[C:19]2[CH:20]=[CH:21][C:22]([O:25][CH3:26])=[CH:23][CH:24]=2)[CH2:15]1)(=[O:5])[CH:2]([CH3:4])[CH3:3]. The catalyst class is: 1.